This data is from Full USPTO retrosynthesis dataset with 1.9M reactions from patents (1976-2016). The task is: Predict the reactants needed to synthesize the given product. (1) The reactants are: [C:1]([O:5][C:6]([N:8]1[CH2:13][CH2:12][N:11]([C:14]2[CH:23]=[CH:22][CH:21]=[C:20]3[C:15]=2[CH2:16][CH2:17][NH:18][CH2:19]3)[CH2:10][CH2:9]1)=[O:7])([CH3:4])([CH3:3])[CH3:2].[C:24]1([S:30](Cl)(=[O:32])=[O:31])[CH:29]=[CH:28][CH:27]=[CH:26][CH:25]=1.C(=O)([O-])[O-].[Na+].[Na+]. Given the product [C:1]([O:5][C:6]([N:8]1[CH2:13][CH2:12][N:11]([C:14]2[CH:23]=[CH:22][CH:21]=[C:20]3[C:15]=2[CH2:16][CH2:17][N:18]([S:30]([C:24]2[CH:29]=[CH:28][CH:27]=[CH:26][CH:25]=2)(=[O:32])=[O:31])[CH2:19]3)[CH2:10][CH2:9]1)=[O:7])([CH3:4])([CH3:2])[CH3:3], predict the reactants needed to synthesize it. (2) Given the product [CH3:34][C@@H:35]1[N:40]([CH3:41])[CH2:39][CH2:38][N:37]([CH2:42][CH2:43][O:44][C:2]2[CH:7]=[CH:6][N:5]3[C:8]([C:11]([NH:13][C:14]4[CH:22]=[CH:21][CH:20]=[C:19]5[C:15]=4[C:16]([CH3:33])=[N:17][N:18]5[CH2:23][C:24]4[CH:29]=[CH:28][CH:27]=[C:26]([CH2:30][CH3:32])[N:25]=4)=[O:12])=[CH:9][N:10]=[C:4]3[CH:3]=2)[CH2:36]1, predict the reactants needed to synthesize it. The reactants are: Cl[C:2]1[CH:7]=[CH:6][N:5]2[C:8]([C:11]([NH:13][C:14]3[CH:22]=[CH:21][CH:20]=[C:19]4[C:15]=3[C:16]([CH3:33])=[N:17][N:18]4[CH2:23][C:24]3[CH:29]=[CH:28][CH:27]=[C:26]([CH:30]([CH3:32])C)[N:25]=3)=[O:12])=[CH:9][N:10]=[C:4]2[CH:3]=1.[CH3:34][C@@H:35]1[N:40]([CH3:41])[CH2:39][CH2:38][N:37]([CH2:42][CH2:43][OH:44])[CH2:36]1.C[C@H]1N(C)[C@@H](C)CN(CCO)C1. (3) Given the product [C:1]([O:5][C:6]([N:8]1[C:16]2[C:11](=[CH:12][C:13]([CH:17]=[O:18])=[CH:14][CH:15]=2)[CH2:10][CH2:9]1)=[O:7])([CH3:4])([CH3:2])[CH3:3], predict the reactants needed to synthesize it. The reactants are: [C:1]([O:5][C:6]([N:8]1[C:16]2[C:11](=[CH:12][C:13]([CH2:17][OH:18])=[CH:14][CH:15]=2)[CH2:10][CH2:9]1)=[O:7])([CH3:4])([CH3:3])[CH3:2].[Cl-].[Na+]. (4) Given the product [CH3:14][C:10]1[N:9]([CH2:8][CH2:7][OH:6])[CH:13]=[CH:12][N:11]=1, predict the reactants needed to synthesize it. The reactants are: C([Si](C)(C)[O:6][CH2:7][CH2:8][N:9]1[CH:13]=[CH:12][N:11]=[C:10]1[CH3:14])(C)(C)C.